Dataset: Full USPTO retrosynthesis dataset with 1.9M reactions from patents (1976-2016). Task: Predict the reactants needed to synthesize the given product. (1) Given the product [CH3:25][O:26][CH2:27][C@@H:28]1[CH2:32][CH2:31][CH2:30][N:29]1[C:2]1[C:3]([O:8][C:9]2[CH:14]=[CH:13][C:12]([NH:15][C:16]3[S:17][C:18]4[CH:24]=[CH:23][CH:22]=[CH:21][C:19]=4[N:20]=3)=[CH:11][CH:10]=2)=[N:4][CH:5]=[CH:6][N:7]=1, predict the reactants needed to synthesize it. The reactants are: Cl[C:2]1[C:3]([O:8][C:9]2[CH:14]=[CH:13][C:12]([NH:15][C:16]3[S:17][C:18]4[CH:24]=[CH:23][CH:22]=[CH:21][C:19]=4[N:20]=3)=[CH:11][CH:10]=2)=[N:4][CH:5]=[CH:6][N:7]=1.[CH3:25][O:26][CH2:27][C@@H:28]1[CH2:32][CH2:31][CH2:30][NH:29]1. (2) Given the product [Br:1][C:2]1[CH:3]=[CH:4][C:5]([N:24]2[CH:25]=[CH:26][C:22]([CH3:21])=[N:23]2)=[C:6]([C:8](=[O:13])[C:9]([F:12])([F:11])[F:10])[CH:7]=1, predict the reactants needed to synthesize it. The reactants are: [Br:1][C:2]1[CH:3]=[CH:4][C:5](F)=[C:6]([C:8](=[O:13])[C:9]([F:12])([F:11])[F:10])[CH:7]=1.C([O-])([O-])=O.[K+].[K+].[CH3:21][C:22]1[CH:26]=[CH:25][NH:24][N:23]=1.O. (3) The reactants are: [NH2:1][C:2]1[N:3]=[C:4](S(C)(=O)=O)[C:5]2[N:10]=[C:9]([CH:11]3[CH2:13][CH2:12]3)[S:8][C:6]=2[N:7]=1.[C:18]([O-])([O-])=[O:19].[K+].[K+]. Given the product [NH2:1][C:2]1[N:3]=[C:4]([O:19][CH3:18])[C:5]2[N:10]=[C:9]([CH:11]3[CH2:13][CH2:12]3)[S:8][C:6]=2[N:7]=1, predict the reactants needed to synthesize it. (4) Given the product [CH2:15]([N:9]1[CH2:8][CH:7]2[CH:11]([CH2:12][CH2:13][C:14]3[CH:2]=[C:3]([NH2:19])[CH:4]=[CH:5][C:6]=32)[CH2:10]1)[CH2:16][CH3:17], predict the reactants needed to synthesize it. The reactants are: Cl[C:2]1[C:14]2[CH2:13][CH2:12][CH:11]3[CH:7]([CH2:8][N:9]([CH2:15][CH2:16][CH3:17])[CH2:10]3)[C:6]=2[CH:5]=[C:4](Cl)[C:3]=1[NH2:19]. (5) Given the product [CH:24]1([N:19]2[CH2:20][CH2:21][C:15]3[S:14][C:13]([C:10]4[CH:11]=[CH:12][C:7]([N:4]5[CH2:5][CH2:6][N:2]([CH3:1])[C:3]5=[O:23])=[CH:8][CH:9]=4)=[N:22][C:16]=3[CH2:17][CH2:18]2)[CH2:28][CH2:27][CH2:26][CH2:25]1, predict the reactants needed to synthesize it. The reactants are: [CH3:1][N:2]1[CH2:6][CH2:5][N:4]([C:7]2[CH:12]=[CH:11][C:10]([C:13]3[S:14][C:15]4[CH2:21][CH2:20][NH:19][CH2:18][CH2:17][C:16]=4[N:22]=3)=[CH:9][CH:8]=2)[C:3]1=[O:23].[C:24]1(=O)[CH2:28][CH2:27][CH2:26][CH2:25]1.C(O[BH-](OC(=O)C)OC(=O)C)(=O)C.[Na+]. (6) Given the product [CH3:1][O:2][CH:3]([O:6][CH3:7])[CH2:4][NH:14][C@@H:10]([CH2:11][CH2:12][CH3:13])[CH3:9], predict the reactants needed to synthesize it. The reactants are: [CH3:1][O:2][CH:3]([O:6][CH3:7])[CH:4]=O.Cl.[CH3:9][C@@H:10]([NH2:14])[CH2:11][CH2:12][CH3:13].C(N(CC)CC)C.